This data is from Full USPTO retrosynthesis dataset with 1.9M reactions from patents (1976-2016). The task is: Predict the reactants needed to synthesize the given product. Given the product [I:10][C:9]1[CH:8]=[CH:7][C:4]([C:5]#[N:6])=[CH:3][C:2]=1[O:1][CH2:23][C@H:19]1[CH2:20][CH2:21][CH2:22][N:18]1[C:16]([O:15][C:11]([CH3:12])([CH3:14])[CH3:13])=[O:17], predict the reactants needed to synthesize it. The reactants are: [OH:1][C:2]1[CH:3]=[C:4]([CH:7]=[CH:8][C:9]=1[I:10])[C:5]#[N:6].[C:11]([O:15][C:16]([N:18]1[CH2:22][CH2:21][CH2:20][C@@H:19]1[CH2:23]OS(CC1C=CC(C)=CC=1)(=O)=O)=[O:17])([CH3:14])([CH3:13])[CH3:12].C(=O)([O-])[O-].[K+].[K+].C(OCC)(=O)C.